Dataset: Forward reaction prediction with 1.9M reactions from USPTO patents (1976-2016). Task: Predict the product of the given reaction. The product is: [C:1]([O:5][C:6]([N:8]1[CH2:13][CH2:12][N:11]([C:14]2[N:19]=[C:18]([C:20]3[CH:25]=[CH:24][N:23]=[C:22]([N:26]([C:41]([O:40][C:37]([CH3:39])([CH3:38])[CH3:36])=[O:42])[CH:27]4[CH2:28][CH2:29][CH2:30][CH2:31][CH2:32]4)[CH:21]=3)[CH:17]=[C:16]([N+:33]([O-:35])=[O:34])[CH:15]=2)[CH2:10][CH2:9]1)=[O:7])([CH3:4])([CH3:2])[CH3:3]. Given the reactants [C:1]([O:5][C:6]([N:8]1[CH2:13][CH2:12][N:11]([C:14]2[N:19]=[C:18]([C:20]3[CH:25]=[CH:24][N:23]=[C:22]([NH:26][CH:27]4[CH2:32][CH2:31][CH2:30][CH2:29][CH2:28]4)[CH:21]=3)[CH:17]=[C:16]([N+:33]([O-:35])=[O:34])[CH:15]=2)[CH2:10][CH2:9]1)=[O:7])([CH3:4])([CH3:3])[CH3:2].[CH3:36][C:37]([O:40][C:41](O[C:41]([O:40][C:37]([CH3:39])([CH3:38])[CH3:36])=[O:42])=[O:42])([CH3:39])[CH3:38].CC#N, predict the reaction product.